Dataset: Catalyst prediction with 721,799 reactions and 888 catalyst types from USPTO. Task: Predict which catalyst facilitates the given reaction. (1) Reactant: [F:1][C:2]1[C:3]([CH2:14][N:15]([CH3:23])[C:16](=[O:22])[O:17][C:18]([CH3:21])([CH3:20])[CH3:19])=[CH:4][NH:5][C:6]=1[C:7]1[C:8]([F:13])=[N:9][CH:10]=[CH:11][CH:12]=1.[H-].[Na+].C1OCCOCCOCCOCCOC1.[CH2:41]([N:43]1[CH:47]=[C:46]([S:48](Cl)(=[O:50])=[O:49])[CH:45]=[N:44]1)[CH3:42]. Product: [CH2:41]([N:43]1[CH:47]=[C:46]([S:48]([N:5]2[C:6]([C:7]3[C:8]([F:13])=[N:9][CH:10]=[CH:11][CH:12]=3)=[C:2]([F:1])[C:3]([CH2:14][N:15]([CH3:23])[C:16](=[O:22])[O:17][C:18]([CH3:19])([CH3:20])[CH3:21])=[CH:4]2)(=[O:50])=[O:49])[CH:45]=[N:44]1)[CH3:42]. The catalyst class is: 30. (2) Reactant: Cl[CH2:2][C:3]([N:5]1[CH2:10][CH2:9][CH:8]([CH2:11][C:12]2[CH:17]=[CH:16][C:15]([CH3:18])=[CH:14][CH:13]=2)[CH2:7][CH2:6]1)=[O:4].[NH2:19][C:20]1[CH:30]=[CH:29][C:23]2[NH:24][C:25](=[O:28])[CH2:26][O:27][C:22]=2[CH:21]=1. Product: [CH3:18][C:15]1[CH:16]=[CH:17][C:12]([CH2:11][CH:8]2[CH2:9][CH2:10][N:5]([C:3](=[O:4])[CH2:2][NH:19][C:20]3[CH:30]=[CH:29][C:23]4[NH:24][C:25](=[O:28])[CH2:26][O:27][C:22]=4[CH:21]=3)[CH2:6][CH2:7]2)=[CH:13][CH:14]=1. The catalyst class is: 8.